This data is from Forward reaction prediction with 1.9M reactions from USPTO patents (1976-2016). The task is: Predict the product of the given reaction. (1) Given the reactants F[C:2]1[CH:9]=[CH:8][C:5]([C:6]#[N:7])=[C:4]([Cl:10])[CH:3]=1.[CH2:11]([CH:13]1[CH2:18][CH2:17][CH2:16][CH2:15][CH:14]1[OH:19])[CH3:12].O, predict the reaction product. The product is: [Cl:10][C:4]1[CH:3]=[C:2]([O:19][CH:14]2[CH2:15][CH2:16][CH2:17][CH2:18][CH:13]2[CH2:11][CH3:12])[CH:9]=[CH:8][C:5]=1[C:6]#[N:7]. (2) Given the reactants [Cl:1][C:2]1[N:3]=[C:4](Cl)[C:5]2[CH:10]=[CH:9][N:8]([CH2:11][O:12][CH2:13][CH2:14][Si:15]([CH3:18])([CH3:17])[CH3:16])[C:6]=2[N:7]=1.[OH:20][C:21]1[CH:22]=[C:23]([NH:27][C:28](=[O:34])[O:29][C:30]([CH3:33])([CH3:32])[CH3:31])[CH:24]=[CH:25][CH:26]=1.C([O-])([O-])=O.[K+].[K+].CCOC(C)=O, predict the reaction product. The product is: [Cl:1][C:2]1[N:3]=[C:4]([O:20][C:21]2[CH:22]=[C:23]([NH:27][C:28](=[O:34])[O:29][C:30]([CH3:32])([CH3:31])[CH3:33])[CH:24]=[CH:25][CH:26]=2)[C:5]2[CH:10]=[CH:9][N:8]([CH2:11][O:12][CH2:13][CH2:14][Si:15]([CH3:18])([CH3:17])[CH3:16])[C:6]=2[N:7]=1. (3) Given the reactants [Cl:1][C:2]1[C:3]([F:23])=[C:4]([NH:8][C:9]2[C:18]3[C:13](=[CH:14][C:15]([O:21][CH3:22])=[C:16]([CH:19]=O)[CH:17]=3)[N:12]=[CH:11][N:10]=2)[CH:5]=[CH:6][CH:7]=1.[CH2:24]1[CH:26]2[CH:27]([C:30]([OH:32])=[O:31])[NH:28][CH2:29][CH:25]12, predict the reaction product. The product is: [Cl:1][C:2]1[C:3]([F:23])=[C:4]([NH:8][C:9]2[C:18]3[C:13](=[CH:14][C:15]([O:21][CH3:22])=[C:16]([CH2:19][N:28]4[CH2:29][C@H:25]5[C@H:26]([CH2:24]5)[CH:27]4[C:30]([OH:32])=[O:31])[CH:17]=3)[N:12]=[CH:11][N:10]=2)[CH:5]=[CH:6][CH:7]=1. (4) Given the reactants [CH3:1][C:2]1[C:8]([N+:9]([O-:11])=[O:10])=[CH:7][CH:6]=[CH:5][C:3]=1[NH2:4].[CH3:12][S:13](Cl)(=[O:15])=[O:14], predict the reaction product. The product is: [CH3:1][C:2]1[C:8]([N+:9]([O-:11])=[O:10])=[CH:7][CH:6]=[CH:5][C:3]=1[NH:4][S:13]([CH3:12])(=[O:15])=[O:14]. (5) Given the reactants [CH3:1][C:2]1[N:6]=[C:5]([CH3:7])[S:4][C:3]=1/[CH:8]=[CH:9]/[C:10](N(C)C)=O.[NH:15]([C:19]1[CH:20]=[C:21]([S:25]([NH:28][CH2:29][CH2:30][O:31][CH3:32])(=[O:27])=[O:26])[CH:22]=[CH:23][CH:24]=1)[C:16]([NH2:18])=[NH:17], predict the reaction product. The product is: [CH3:7][C:5]1[S:4][C:3]([C:8]2[CH:9]=[CH:10][N:18]=[C:16]([NH:15][C:19]3[CH:20]=[C:21]([S:25]([NH:28][CH2:29][CH2:30][O:31][CH3:32])(=[O:27])=[O:26])[CH:22]=[CH:23][CH:24]=3)[N:17]=2)=[C:2]([CH3:1])[N:6]=1. (6) Given the reactants Br[CH2:2][CH2:3][CH2:4][CH2:5][CH2:6][C:7]([N:9]1[CH2:17][C:16]2[C:11](=[CH:12][CH:13]=[CH:14][CH:15]=2)[CH2:10]1)=[O:8].[CH3:18][O:19][C:20]1[CH:25]=[CH:24][CH:23]=[CH:22][C:21]=1[N:26]1[CH2:31][CH2:30][NH:29][CH2:28][CH2:27]1, predict the reaction product. The product is: [CH2:10]1[C:11]2[C:16](=[CH:15][CH:14]=[CH:13][CH:12]=2)[CH2:17][N:9]1[C:7](=[O:8])[CH2:6][CH2:5][CH2:4][CH2:3][CH2:2][N:29]1[CH2:28][CH2:27][N:26]([C:21]2[CH:22]=[CH:23][CH:24]=[CH:25][C:20]=2[O:19][CH3:18])[CH2:31][CH2:30]1. (7) Given the reactants [CH:1]12[O:6][CH:2]1[CH2:3][CH2:4][CH2:5]2.O.[N-:8]=[N+:9]=[N-:10].[Na+].[Cl-].[NH4+], predict the reaction product. The product is: [N:8]([C@@H:1]1[CH2:5][CH2:4][CH2:3][C@H:2]1[OH:6])=[N+:9]=[N-:10].